The task is: Predict the product of the given reaction.. This data is from Forward reaction prediction with 1.9M reactions from USPTO patents (1976-2016). (1) Given the reactants [CH2:1]([O:9][CH2:10][CH:11]1[CH2:16][CH2:15][CH2:14][CH2:13][CH2:12]1)[CH2:2][CH2:3][CH2:4][CH2:5][CH2:6][CH:7]=[CH2:8].BrC1[CH:23]=[CH:22][C:21]([N+:24]([O-:26])=[O:25])=[CH:20][CH:19]=1, predict the reaction product. The product is: [CH:11]1([CH2:10][O:9][CH2:1][CH2:2][CH2:3][CH2:4][CH2:5][CH2:6][CH2:7][C:8]2[CH:23]=[CH:22][C:21]([N+:24]([O-:26])=[O:25])=[CH:20][CH:19]=2)[CH2:12][CH2:13][CH2:14][CH2:15][CH2:16]1. (2) Given the reactants [CH3:1][O:2][C:3]1[CH:8]=[CH:7][CH:6]=[CH:5][C:4]=1[C:9]1[N:17]2[C:12]([CH:13]=[N:14][C:15](O)=[N:16]2)=[CH:11][CH:10]=1.[H-].[Na+].C1C=CC(N(S(C(F)(F)F)(=O)=O)S(C(F)(F)F)(=O)=O)=CC=1.[O-]S(C(F)(F)F)(=O)=O.[CH3:50][O:51][C:52]1[CH:60]=[C:59]2[C:55]([CH2:56][N:57]([CH:61]3[CH2:64][O:63][CH2:62]3)[CH2:58]2)=[CH:54][C:53]=1[NH2:65], predict the reaction product. The product is: [CH3:50][O:51][C:52]1[CH:60]=[C:59]2[C:55]([CH2:56][N:57]([CH:61]3[CH2:62][O:63][CH2:64]3)[CH2:58]2)=[CH:54][C:53]=1[NH:65][C:15]1[N:14]=[CH:13][C:12]2=[CH:11][CH:10]=[C:9]([C:4]3[CH:5]=[CH:6][CH:7]=[CH:8][C:3]=3[O:2][CH3:1])[N:17]2[N:16]=1. (3) Given the reactants [C:1]([O:5][C:6](=[O:40])[N:7]([CH3:39])[C:8]1[N:16]=[CH:15][N:14]=[C:13]2[C:9]=1[N:10]=[CH:11][N:12]2[C:17]1[CH:22]=[CH:21][C:20]([NH:23][C:24]([NH:26][C:27]2[CH:32]=[CH:31][C:30]([CH:33]=C)=[C:29]([C:35]([F:38])([F:37])[F:36])[CH:28]=2)=[O:25])=[CH:19][CH:18]=1)([CH3:4])([CH3:3])[CH3:2].I([O-])(=O)(=O)=[O:42].[Na+], predict the reaction product. The product is: [C:1]([O:5][C:6](=[O:40])[N:7]([C:8]1[N:16]=[CH:15][N:14]=[C:13]2[C:9]=1[N:10]=[CH:11][N:12]2[C:17]1[CH:18]=[CH:19][C:20]([NH:23][C:24]([NH:26][C:27]2[CH:32]=[CH:31][C:30]([CH:33]=[O:42])=[C:29]([C:35]([F:38])([F:36])[F:37])[CH:28]=2)=[O:25])=[CH:21][CH:22]=1)[CH3:39])([CH3:2])([CH3:3])[CH3:4]. (4) The product is: [I:14][C:10]1[CH:11]=[N:12][C:13]2[C:8]([CH:9]=1)=[CH:7][CH:6]=[CH:5][C:4]=2[N+:1]([O-:3])=[O:2]. Given the reactants [N+:1]([C:4]1[CH:5]=[CH:6][CH:7]=[C:8]2[C:13]=1[N:12]=[CH:11][CH:10]=[CH:9]2)([O-:3])=[O:2].[I:14]N1C(=O)CCC1=O, predict the reaction product.